Dataset: Full USPTO retrosynthesis dataset with 1.9M reactions from patents (1976-2016). Task: Predict the reactants needed to synthesize the given product. (1) The reactants are: [CH3:1][O:2][CH:3]1[CH2:8][CH2:7][N:6]([CH2:9][C:10]#[N:11])[CH2:5][CH2:4]1. Given the product [CH3:1][O:2][CH:3]1[CH2:8][CH2:7][N:6]([CH2:9][CH2:10][NH2:11])[CH2:5][CH2:4]1, predict the reactants needed to synthesize it. (2) Given the product [CH:20]([N:18]1[C:17](=[O:23])[CH:16]=[CH:15][C:14]([C:9]2[CH:10]=[C:29]([C:27]#[N:28])[C:30](=[O:31])[NH:32][C:1]=2[C:2]2[CH:3]=[CH:4][CH:5]=[CH:6][CH:7]=2)=[N:19]1)([CH3:21])[CH3:22], predict the reactants needed to synthesize it. The reactants are: [C:1](/[C:9](/[C:14]1[CH:15]=[CH:16][C:17](=[O:23])[N:18]([CH:20]([CH3:22])[CH3:21])[N:19]=1)=[CH:10]/N(C)C)(=O)[C:2]1[CH:7]=[CH:6][CH:5]=[CH:4][CH:3]=1.C[O-].[Na+].[C:27]([CH2:29][C:30]([NH2:32])=[O:31])#[N:28].O. (3) Given the product [CH:21]1([C:18]([C:17]2[CH:16]=[C:3]3[C:2]([CH:1]4[CH2:7][CH:4]3[CH2:5][CH2:6]4)=[N:27][N:26]=2)([CH3:20])[CH3:19])[CH2:23][CH2:22]1, predict the reactants needed to synthesize it. The reactants are: [CH:1]12[CH2:7][CH:4]([CH2:5][CH2:6]1)[C:3](=O)[C:2]2=O.COP([CH2:16][C:17](=O)[C:18]([CH:21]1[CH2:23][CH2:22]1)([CH3:20])[CH3:19])(=O)OC.O.[NH2:26][NH2:27]. (4) Given the product [O:25]1[CH2:26][CH2:27][N:22]([C:4]2[C:5]3[S:10][C:9]([CH2:11][N:12]4[CH2:17][CH2:16][NH:15][CH2:14][CH2:13]4)=[CH:8][C:6]=3[N:7]=[C:2]([C:32]3[CH:33]=[CH:34][C:29]([NH:22][CH2:23][CH2:24][OH:25])=[N:30][CH:31]=3)[N:3]=2)[CH2:23][CH2:24]1, predict the reactants needed to synthesize it. The reactants are: Cl[C:2]1[N:3]=[C:4]([N:22]2[CH2:27][CH2:26][O:25][CH2:24][CH2:23]2)[C:5]2[S:10][C:9]([CH2:11][N:12]3[CH2:17][CH2:16][N:15](S(C)(=O)=O)[CH2:14][CH2:13]3)=[CH:8][C:6]=2[N:7]=1.F[C:29]1[CH:34]=[CH:33][C:32](B(O)O)=[CH:31][N:30]=1.NO.